Dataset: Reaction yield outcomes from USPTO patents with 853,638 reactions. Task: Predict the reaction yield, written as a fraction of the theoretical maximum amount of product (1.0 means a 100% yield; for example, 0.34 means a 34% yield). (1) The reactants are C[C:2]([CH3:5])([O-])C.[K+].C1(C)C=CC(S(C[N+:17]#[C-])(=O)=O)=CC=1.[C:20]([O:24][CH3:25])(=[O:23])[CH:21]=[CH2:22].O. The catalyst is O1CCCC1. The product is [NH:17]1[CH:2]=[CH:5][C:21]([C:20]([O:24][CH3:25])=[O:23])=[CH:22]1. The yield is 0.410. (2) The reactants are [Br:1][C:2]1[CH:10]=[C:6]([C:7]([OH:9])=O)[C:5]([OH:11])=[CH:4][CH:3]=1.[F:12][C:13]([F:26])([F:25])[C:14]1[CH:15]=[C:16]([CH:18]=[C:19]([C:21]([F:24])([F:23])[F:22])[CH:20]=1)[NH2:17]. No catalyst specified. The product is [Br:1][C:2]1[CH:3]=[CH:4][C:5]([OH:11])=[C:6]([CH:10]=1)[C:7]([NH:17][C:16]1[CH:18]=[C:19]([C:21]([F:22])([F:23])[F:24])[CH:20]=[C:14]([C:13]([F:12])([F:25])[F:26])[CH:15]=1)=[O:9]. The yield is 0.885. (3) The reactants are [CH3:1][O:2][C:3]([C:5]1[N:6]=[N:7][N:8]([CH2:10][CH2:11][CH2:12][CH2:13][N:14]2[CH:18]=[C:17]([C:19]([OH:21])=O)[N:16]=[N:15]2)[CH:9]=1)=[O:4].[F:22][C:23]([F:34])([F:33])[O:24][C:25]1[CH:26]=[C:27]([CH2:31][NH2:32])[CH:28]=[CH:29][CH:30]=1.CN(C(ON1N=NC2C=CC=NC1=2)=[N+](C)C)C.F[P-](F)(F)(F)(F)F.CCN(C(C)C)C(C)C. The catalyst is CN(C=O)C. The product is [F:22][C:23]([F:33])([F:34])[O:24][C:25]1[CH:26]=[C:27]([CH:28]=[CH:29][CH:30]=1)[CH2:31][NH:32][C:19]([C:17]1[N:16]=[N:15][N:14]([CH2:13][CH2:12][CH2:11][CH2:10][N:8]2[CH:9]=[C:5]([C:3]([O:2][CH3:1])=[O:4])[N:6]=[N:7]2)[CH:18]=1)=[O:21]. The yield is 0.520. (4) The reactants are Cl[C:2]1[N:7]=[C:6]([NH:8][CH3:9])[CH:5]=[C:4]([CH2:10][O:11][CH2:12][C:13]([F:16])([F:15])[F:14])[N:3]=1.[CH3:17][O:18][C:19]1[CH:20]=[C:21]([CH:23]=[CH:24][C:25]=1[N:26]1[CH:30]=[C:29]([CH3:31])[N:28]=[CH:27]1)[NH2:22].C(=O)([O-])[O-].[Cs+].[Cs+].C1(P(C2CCCCC2)C2C=CC=CC=2C2C=CC=CC=2)CCCCC1. The catalyst is O1CCOCC1.C([O-])(=O)C.[Pd+2].C([O-])(=O)C. The product is [CH3:17][O:18][C:19]1[CH:20]=[C:21]([NH:22][C:2]2[N:7]=[C:6]([NH:8][CH3:9])[CH:5]=[C:4]([CH2:10][O:11][CH2:12][C:13]([F:16])([F:15])[F:14])[N:3]=2)[CH:23]=[CH:24][C:25]=1[N:26]1[CH:30]=[C:29]([CH3:31])[N:28]=[CH:27]1. The yield is 0.510. (5) The reactants are [C:1](#[N:5])[CH2:2][C:3]#[N:4].[NH:6]([C:8]1[CH:13]=[CH:12][CH:11]=[CH:10][N:9]=1)[NH2:7]. The catalyst is C(O)C. The product is [NH2:4][C:3]1[N:6]([C:8]2[CH:13]=[CH:12][CH:11]=[CH:10][N:9]=2)[N:7]=[C:1]([CH2:2][C:3]#[N:4])[C:2]=1[C:1]#[N:5]. The yield is 0.370. (6) The reactants are [CH3:1][NH:2][C:3](=[O:20])[C:4]1[CH:9]=[CH:8][C:7](B2OC(C)(C)C(C)(C)O2)=[CH:6][C:5]=1[CH3:19].Br[C:22]1[N:27]=[N:26][C:25]([NH2:28])=[N:24][CH:23]=1.C(=O)([O-])[O-].[K+].[K+]. The catalyst is C1(C)C=CC=CC=1.C(O)C.O.CO.C1C=CC([P]([Pd]([P](C2C=CC=CC=2)(C2C=CC=CC=2)C2C=CC=CC=2)([P](C2C=CC=CC=2)(C2C=CC=CC=2)C2C=CC=CC=2)[P](C2C=CC=CC=2)(C2C=CC=CC=2)C2C=CC=CC=2)(C2C=CC=CC=2)C2C=CC=CC=2)=CC=1. The product is [NH2:28][C:25]1[N:26]=[N:27][C:22]([C:7]2[CH:8]=[CH:9][C:4]([C:3]([NH:2][CH3:1])=[O:20])=[C:5]([CH3:19])[CH:6]=2)=[CH:23][N:24]=1. The yield is 0.410. (7) The reactants are Br[C:2]1[CH:15]=[C:14]2[CH2:16][C:11]3[C:12]4[C:13]2=[C:4]([CH2:5][CH2:6][C:7]=4[CH:8]=[C:9](Br)[CH:10]=3)[CH:3]=1.C1(Cl)C(Cl)=C(Cl)C(=O)C(=O)C=1Cl. The catalyst is C1(C)C(C)=CC=CC=1. The product is [CH:3]1[C:4]2[CH2:5][CH2:6][C:7]3[CH:8]=[CH:9][CH:10]=[C:11]4[CH2:16][C:14]([C:13]=2[C:12]=34)=[CH:15][CH:2]=1. The yield is 0.810. (8) The product is [Cl:1][C:2]1[CH:10]=[CH:9][C:5]([C:6]#[N:8])=[C:4]([NH:16][CH2:21][CH:20]([CH3:29])[CH3:19])[N:3]=1. The yield is 0.910. The reactants are [Cl:1][C:2]1[CH:10]=[CH:9][C:5]([C:6]([NH2:8])=O)=[C:4](OCC(C)C)[N:3]=1.[N:16]1[CH:21]=[CH:20][CH:19]=CC=1.O=P(Cl)(Cl)Cl.[OH-].[Na+].[C:29](#N)C. The catalyst is CCOC(C)=O. (9) The reactants are [CH3:1][O:2][C:3]1[CH:4]=[C:5]([SH:9])[CH:6]=[CH:7][CH:8]=1.[C:10](Cl)(=[O:14])[C:11](Cl)=[O:12].[Cl-].[Al+3].[Cl-].[Cl-]. The catalyst is CCOCC. The product is [CH3:1][O:2][C:3]1[CH:8]=[CH:7][C:6]2[C:10](=[O:14])[C:11](=[O:12])[S:9][C:5]=2[CH:4]=1. The yield is 0.470. (10) The reactants are [CH3:1][C:2]1[CH:3]=[N:4][N:5]2[C:10]([CH2:11][CH2:12][CH3:13])=[C:9]([CH2:14][C:15]3[CH:20]=[CH:19][C:18]([C:21]4[C:22]([C:27]#[N:28])=[CH:23][CH:24]=[CH:25][CH:26]=4)=[CH:17][CH:16]=3)[C:8](=[O:29])[N:7]([CH:30]3[CH2:35][CH2:34][O:33][CH2:32][CH2:31]3)[C:6]=12.C([Sn](=O)CCCC)CCC.[N:46]([Si](C)(C)C)=[N+:47]=[N-:48].C1(C)C=CC=CC=1. The catalyst is C(OCC)(=O)C. The product is [CH3:1][C:2]1[CH:3]=[N:4][N:5]2[C:10]([CH2:11][CH2:12][CH3:13])=[C:9]([CH2:14][C:15]3[CH:16]=[CH:17][C:18]([C:21]4[CH:26]=[CH:25][CH:24]=[CH:23][C:22]=4[C:27]4[NH:48][N:47]=[N:46][N:28]=4)=[CH:19][CH:20]=3)[C:8](=[O:29])[N:7]([CH:30]3[CH2:35][CH2:34][O:33][CH2:32][CH2:31]3)[C:6]=12. The yield is 0.410.